Dataset: Forward reaction prediction with 1.9M reactions from USPTO patents (1976-2016). Task: Predict the product of the given reaction. (1) Given the reactants [CH3:1][C:2]1[N:3]=[C:4]([N:12]2[CH2:16][C@H:15](C)[NH:14][C:13]2=[O:18])[S:5][C:6]=1[C:7]([O:9][CH2:10][CH3:11])=[O:8].[CH3:19][C:20]1N=C(N2CCNC2=O)S[C:24]=1[C:25](OCC)=O.BrCCC=C, predict the reaction product. The product is: [CH2:25]([N:14]1[CH2:15][CH2:16][N:12]([C:4]2[S:5][C:6]([C:7]([O:9][CH2:10][CH3:11])=[O:8])=[C:2]([CH3:1])[N:3]=2)[C:13]1=[O:18])[CH2:24][CH:20]=[CH2:19]. (2) Given the reactants Cl.Cl.[O:3]1[C:8]2=[CH:9][CH:10]=[CH:11][C:7]2=[C:6]([CH:12]2[CH2:17][CH2:16][CH2:15][CH2:14][N:13]2[CH2:18][CH2:19][C@H:20]2[CH2:25][CH2:24][C@H:23]([NH2:26])[CH2:22][CH2:21]2)[CH:5]=[CH:4]1.[C:27](O)(=[O:30])[CH2:28][CH3:29], predict the reaction product. The product is: [O:3]1[C:8]2=[CH:9][CH:10]=[CH:11][C:7]2=[C:6]([CH:12]2[CH2:17][CH2:16][CH2:15][CH2:14][N:13]2[CH2:18][CH2:19][C@H:20]2[CH2:21][CH2:22][C@H:23]([NH:26][C:27](=[O:30])[CH2:28][CH3:29])[CH2:24][CH2:25]2)[CH:5]=[CH:4]1. (3) Given the reactants [C:1]1(=[O:14])[C:6]2[C:7]3[CH:13]=[CH:12][CH:11]=[CH:10][C:8]=3[S:9][C:5]=2[CH:4]=[CH:3][NH:2]1.[Br:15]Br.O, predict the reaction product. The product is: [Br:15][C:4]1[C:5]2[S:9][C:8]3[CH:10]=[CH:11][CH:12]=[CH:13][C:7]=3[C:6]=2[C:1](=[O:14])[NH:2][CH:3]=1. (4) Given the reactants [F:1][C:2]1[C:7]([F:8])=[CH:6][CH:5]=[CH:4][C:3]=1B(O)O.C(=O)([O-])[O-].[K+].[K+].[Cl:18][C:19]1[C:24]([CH:25]=[O:26])=[CH:23][CH:22]=[C:21](Cl)[N:20]=1.C1(C)C=CC=CC=1P(C1C=CC=CC=1C)C1C=CC=CC=1C, predict the reaction product. The product is: [Cl:18][C:19]1[N:20]=[C:21]([C:3]2[CH:4]=[CH:5][CH:6]=[C:7]([F:8])[C:2]=2[F:1])[CH:22]=[CH:23][C:24]=1[CH:25]=[O:26]. (5) Given the reactants [CH3:1][C:2]1[CH:3]=[CH:4][C:5]([NH2:8])=[N:6][CH:7]=1.[C:9]1(=O)[O:14][C:12](=[O:13])[C:11]2=[CH:15][CH:16]=[CH:17][CH:18]=[C:10]12.CCN(C(C)C)C(C)C, predict the reaction product. The product is: [CH3:1][C:2]1[CH:3]=[CH:4][C:5]([N:8]2[C:12](=[O:13])[C:11]3[C:10](=[CH:18][CH:17]=[CH:16][CH:15]=3)[C:9]2=[O:14])=[N:6][CH:7]=1. (6) Given the reactants [CH:1]([C:4]1[CH:9]=[CH:8][N+:7]([O-])=[CH:6][CH:5]=1)([CH3:3])[CH3:2].[Si]([C:15]#[N:16])(C)(C)C.CN(C)C(Cl)=O, predict the reaction product. The product is: [CH:1]([C:4]1[CH:9]=[CH:8][N:7]=[C:6]([C:15]#[N:16])[CH:5]=1)([CH3:3])[CH3:2]. (7) The product is: [C:16]1([CH:8]([OH:7])[CH2:9][CH2:10][CH2:11][CH2:12][OH:13])[CH:21]=[CH:20][CH:19]=[CH:18][CH:17]=1. Given the reactants [H-].[Al+3].[Li+].[H-].[H-].[H-].[O:7]=[C:8]([C:16]1[CH:21]=[CH:20][CH:19]=[CH:18][CH:17]=1)[CH2:9][CH2:10][CH2:11][C:12](OC)=[O:13], predict the reaction product. (8) Given the reactants [Cl:1][C:2]1[CH:7]=[C:6]([F:8])[CH:5]=[CH:4][C:3]=1[C:9]1[C:10]([CH3:25])=[N:11][N:12]([CH3:24])[C:13]=1[CH:14]([C:16]1[CH:21]=[CH:20][C:19]([F:22])=[CH:18][C:17]=1[F:23])O.C(N(CC)CC)C.S(Cl)([Cl:35])=O, predict the reaction product. The product is: [Cl:35][CH:14]([C:16]1[CH:21]=[CH:20][C:19]([F:22])=[CH:18][C:17]=1[F:23])[C:13]1[N:12]([CH3:24])[N:11]=[C:10]([CH3:25])[C:9]=1[C:3]1[CH:4]=[CH:5][C:6]([F:8])=[CH:7][C:2]=1[Cl:1].